This data is from Peptide-MHC class I binding affinity with 185,985 pairs from IEDB/IMGT. The task is: Regression. Given a peptide amino acid sequence and an MHC pseudo amino acid sequence, predict their binding affinity value. This is MHC class I binding data. The peptide sequence is MVRVLTVIKEY. The MHC is HLA-A01:01 with pseudo-sequence HLA-A01:01. The binding affinity (normalized) is 0.0847.